Dataset: Catalyst prediction with 721,799 reactions and 888 catalyst types from USPTO. Task: Predict which catalyst facilitates the given reaction. (1) Reactant: [NH:1]1[C:9]2[C:4](=[CH:5][C:6]([NH:10][C:11]3[C:12]4[C:19]5[CH2:20][CH2:21][CH:22]([C:24]([OH:26])=O)[CH2:23][C:18]=5[S:17][C:13]=4[N:14]=[CH:15][N:16]=3)=[CH:7][CH:8]=2)[CH:3]=[N:2]1.[NH2:27][C:28]1[CH:33]=[CH:32][CH:31]=[CH:30][CH:29]=1.C(N(CC)C(C)C)(C)C.C(P1(=O)OP(CCC)(=O)OP(CCC)(=O)O1)CC.C(P(OP(CCC)=O)=O)CC.C(NC(C)C)(C)C. Product: [NH:1]1[C:9]2[C:4](=[CH:5][C:6]([NH:10][C:11]3[C:12]4[C:19]5[CH2:20][CH2:21][CH:22]([C:24]([NH:27][C:28]6[CH:33]=[CH:32][CH:31]=[CH:30][CH:29]=6)=[O:26])[CH2:23][C:18]=5[S:17][C:13]=4[N:14]=[CH:15][N:16]=3)=[CH:7][CH:8]=2)[CH:3]=[N:2]1. The catalyst class is: 42. (2) Reactant: [Cl:1][C:2]1[CH:7]=[CH:6][C:5]([CH2:8][CH:9]([CH:13]([C:15]2[CH:20]=[CH:19][C:18]([F:21])=[CH:17][CH:16]=2)O)C(O)=O)=[CH:4][C:3]=1[O:22][C:23]([F:28])([F:27])[CH:24]([F:26])[F:25].C1(P(N=[N+]=[N-])(C2C=CC=CC=2)=[O:36])C=CC=CC=1.C([N:48]([CH2:51]C)CC)C.[OH2:53]. Product: [Cl:1][C:2]1[CH:7]=[CH:6][C:5]([CH2:8][CH:9]2[CH:13]([C:15]3[CH:16]=[CH:17][C:18]([F:21])=[CH:19][CH:20]=3)[O:53][C:51](=[O:36])[NH:48]2)=[CH:4][C:3]=1[O:22][C:23]([F:27])([F:28])[CH:24]([F:26])[F:25]. The catalyst class is: 7. (3) Reactant: [NH2:1][C@@H:2]([CH2:6][C:7]1[CH:12]=[CH:11][CH:10]=[CH:9][N:8]=1)[C:3]([OH:5])=[O:4].[C:13]1([CH3:23])[CH:18]=[CH:17][C:16]([S:19](Cl)(=[O:21])=[O:20])=[CH:15][CH:14]=1.[OH-].[Na+].Cl.[Cl-].[Na+]. Product: [CH3:23][C:13]1[CH:18]=[CH:17][C:16]([S:19]([NH:1][C@@H:2]([CH2:6][C:7]2[CH:12]=[CH:11][CH:10]=[CH:9][N:8]=2)[C:3]([OH:5])=[O:4])(=[O:21])=[O:20])=[CH:15][CH:14]=1. The catalyst class is: 6. (4) Reactant: [C:1]([CH:5]1[CH2:17][CH2:16][C:8]2([O:12][N:11]=[C:10]([C:13]([OH:15])=O)[CH2:9]2)[CH2:7][CH2:6]1)([CH3:4])([CH3:3])[CH3:2].[C:18]([C:22]1[CH:28]=[CH:27][C:25]([NH2:26])=[CH:24][CH:23]=1)([CH3:21])([CH3:20])[CH3:19].CN1CCOCC1.F[P-](F)(F)(F)(F)F.N1(OC(N(C)C)=[N+](C)C)C2C=CC=CC=2N=N1. Product: [C:18]([C:22]1[CH:23]=[CH:24][C:25]([NH:26][C:13]([C:10]2[CH2:9][C:8]3([CH2:7][CH2:6][CH:5]([C:1]([CH3:2])([CH3:3])[CH3:4])[CH2:17][CH2:16]3)[O:12][N:11]=2)=[O:15])=[CH:27][CH:28]=1)([CH3:21])([CH3:19])[CH3:20]. The catalyst class is: 3.